From a dataset of Full USPTO retrosynthesis dataset with 1.9M reactions from patents (1976-2016). Predict the reactants needed to synthesize the given product. (1) Given the product [CH3:15][C:12]1[N:13]([CH2:17][C:18]#[N:19])[CH:14]=[C:10]([C:9]#[C:8][C:6]2[CH:5]=[CH:4][N:3]=[C:2]([CH3:1])[CH:7]=2)[N:11]=1, predict the reactants needed to synthesize it. The reactants are: [CH3:1][C:2]1[CH:7]=[C:6]([C:8]#[C:9][C:10]2[N:11]=[C:12]([CH3:15])[NH:13][CH:14]=2)[CH:5]=[CH:4][N:3]=1.Br[CH2:17][C:18]#[N:19]. (2) Given the product [CH3:47][O:48][C@H:49]([C:53]1[CH:58]=[CH:57][CH:56]=[CH:55][CH:54]=1)[C:50]([OH:52])=[O:51].[F:2][C:3]1[C:8]([O:9][CH2:10][CH2:11][OH:12])=[CH:7][C:6]([O:13][CH3:14])=[CH:5][C:4]=1[C@@H:15]([NH:28][C:29]1[CH:30]=[CH:31][C:32]([C:33]([NH2:35])=[NH:34])=[CH:36][CH:37]=1)[C:16]1[NH:20][C:19](=[O:21])[N:18]([C:22]2[N:23]=[CH:24][CH:25]=[CH:26][N:27]=2)[N:17]=1, predict the reactants needed to synthesize it. The reactants are: Cl.[F:2][C:3]1[C:8]([O:9][CH2:10][CH2:11][OH:12])=[CH:7][C:6]([O:13][CH3:14])=[CH:5][C:4]=1[CH:15]([NH:28][C:29]1[CH:37]=[CH:36][C:32]([C:33]([NH2:35])=[NH:34])=[CH:31][CH:30]=1)[C:16]1[NH:20][C:19](=[O:21])[N:18]([C:22]2[N:27]=[CH:26][CH:25]=[CH:24][N:23]=2)[N:17]=1.CO.C(N(CC)CC)C.[CH3:47][O:48][C@H:49]([C:53]1[CH:58]=[CH:57][CH:56]=[CH:55][CH:54]=1)[C:50]([OH:52])=[O:51]. (3) Given the product [CH:1]([C:3]1[CH:11]=[CH:10][C:6]([C:7]([O:9][C:27]([CH3:17])([CH3:28])[CH3:26])=[O:8])=[CH:5][CH:4]=1)=[CH2:2], predict the reactants needed to synthesize it. The reactants are: [CH:1]([C:3]1[CH:11]=[CH:10][C:6]([C:7]([OH:9])=[O:8])=[CH:5][CH:4]=1)=[CH2:2].CN(C)C=O.[CH2:17]1[CH2:27][CH2:26]N2C(=NCCC2)CC1.[C:28](=O)([O-])[O-].[K+].[K+]. (4) The reactants are: [CH3:1][O:2][C:3]1[CH:28]=[CH:27][C:6]([CH2:7][N:8]2[C:12]3[N:13]=[CH:14][C:15]4[CH2:24][CH2:23][C:22]5[N:21]=[C:20](SC)[N:19]=[CH:18][C:17]=5[C:16]=4[C:11]=3[CH:10]=[N:9]2)=[CH:5][CH:4]=1.[OH:29][S:30]([O-:33])(=O)=O.OS(O[O-])(=O)=O.OS(O[O-])(=O)=O.[O-]S([O-])(=O)=O.[K+].[K+].[K+].[K+].[K+].[CH3:56]O.O. Given the product [CH3:1][O:2][C:3]1[CH:4]=[CH:5][C:6]([CH2:7][N:8]2[C:12]3[N:13]=[CH:14][C:15]4[CH2:24][CH2:23][C:22]5[N:21]=[C:20]([S:30]([CH3:56])(=[O:33])=[O:29])[N:19]=[CH:18][C:17]=5[C:16]=4[C:11]=3[CH:10]=[N:9]2)=[CH:27][CH:28]=1, predict the reactants needed to synthesize it. (5) Given the product [C:1]1([C:7]2([CH:11]([OH:19])[CH2:12][N:13]3[CH2:18][CH2:17][CH2:16][CH2:15][CH2:14]3)[CH2:10][CH2:9][CH2:8]2)[CH:2]=[CH:3][CH:4]=[CH:5][CH:6]=1, predict the reactants needed to synthesize it. The reactants are: [C:1]1([C:7]2([C:11](=[O:19])[CH2:12][N:13]3[CH2:18][CH2:17][CH2:16][CH2:15][CH2:14]3)[CH2:10][CH2:9][CH2:8]2)[CH:6]=[CH:5][CH:4]=[CH:3][CH:2]=1.[BH4-].[Na+]. (6) Given the product [NH:8]1[CH2:13][CH2:12][CH:11]([N:14]2[CH2:19][CH2:18][O:17][CH2:16][CH2:15]2)[CH2:10][CH2:9]1, predict the reactants needed to synthesize it. The reactants are: C1(C[N:8]2[CH2:13][CH2:12][CH:11]([N:14]3[CH2:19][CH2:18][O:17][CH2:16][CH2:15]3)[CH2:10][CH2:9]2)C=CC=CC=1.[H][H]. (7) Given the product [F:1][C:2]1[CH:7]=[CH:6][C:5]([CH:8]2[N:12]([S:13]([C:16]3[CH:21]=[CH:20][C:19]([CH3:22])=[CH:18][CH:17]=3)(=[O:14])=[O:15])[CH:11]([CH2:23][C:24]3[N:25]=[C:28]([CH3:29])[O:27][N:26]=3)[CH2:10][CH2:9]2)=[CH:4][CH:3]=1, predict the reactants needed to synthesize it. The reactants are: [F:1][C:2]1[CH:7]=[CH:6][C:5]([CH:8]2[N:12]([S:13]([C:16]3[CH:21]=[CH:20][C:19]([CH3:22])=[CH:18][CH:17]=3)(=[O:15])=[O:14])[CH:11]([CH2:23][C:24]([NH:26][OH:27])=[NH:25])[CH2:10][CH2:9]2)=[CH:4][CH:3]=1.[C:28](O)(=O)[CH3:29]. (8) Given the product [F:7][C:8]([F:23])([F:22])[C:9]1[CH:10]=[C:11]2[CH:16]=[CH:17][NH:15][C:12]2=[N:13][CH:14]=1, predict the reactants needed to synthesize it. The reactants are: CC(C)([O-])C.[K+].[F:7][C:8]([F:23])([F:22])[C:9]1[CH:10]=[C:11]([C:16]#[C:17][Si](C)(C)C)[C:12]([NH2:15])=[N:13][CH:14]=1. (9) Given the product [N:1]1([CH2:7][CH2:8][O:9][C:10]2[CH:17]=[CH:16][C:13]([C:14]([NH2:19])=[NH:15])=[CH:12][CH:11]=2)[CH2:2][CH2:3][O:4][CH2:5][CH2:6]1, predict the reactants needed to synthesize it. The reactants are: [N:1]1([CH2:7][CH2:8][O:9][C:10]2[CH:17]=[CH:16][C:13]([C:14]#[N:15])=[CH:12][CH:11]=2)[CH2:6][CH2:5][O:4][CH2:3][CH2:2]1.[Li][N:19]([Si](C)(C)C)[Si](C)(C)C.Cl.